From a dataset of Catalyst prediction with 721,799 reactions and 888 catalyst types from USPTO. Predict which catalyst facilitates the given reaction. (1) Reactant: [I:1]N1C(=O)CCC1=O.[Cl:9][C:10]1[CH:11]=[CH:12][C:13]([OH:28])=[C:14]([CH2:16][C:17]2[N:22]=[C:21]([C:23]([O:25][CH2:26][CH3:27])=[O:24])[CH:20]=[CH:19][CH:18]=2)[CH:15]=1. Product: [Cl:9][C:10]1[CH:11]=[C:12]([I:1])[C:13]([OH:28])=[C:14]([CH2:16][C:17]2[N:22]=[C:21]([C:23]([O:25][CH2:26][CH3:27])=[O:24])[CH:20]=[CH:19][CH:18]=2)[CH:15]=1. The catalyst class is: 384. (2) Reactant: [N:1]1[CH:6]=[CH:5][CH:4]=[C:3]([CH:7]=O)[CH:2]=1.[NH2:9][C:10]1[CH:19]=[CH:18][C:13]([C:14]([O:16][CH3:17])=[O:15])=[CH:12][CH:11]=1.C1(C)C=CC(S(O)(=O)=O)=CC=1.[BH4-].[Na+]. Product: [CH3:17][O:16][C:14]([C:13]1[CH:18]=[CH:19][C:10]([NH:9][CH2:7][C:3]2[CH:2]=[N:1][CH:6]=[CH:5][CH:4]=2)=[CH:11][CH:12]=1)=[O:15]. The catalyst class is: 5. (3) Reactant: [C:1]([C:3]1[CH:4]=[C:5]([CH:9]=[CH:10][C:11]=1[O:12][CH:13]([CH3:15])[CH3:14])[C:6](Cl)=[O:7])#[N:2].O[NH:17][C:18]([C:20]1[CH:21]=[C:22]2[C:26](=[CH:27][CH:28]=1)[NH:25][N:24]=[CH:23]2)=[NH:19].C(N(CC)CC)C. Product: [NH:25]1[C:26]2[C:22](=[CH:21][C:20]([C:18]3[N:17]=[C:6]([C:5]4[CH:9]=[CH:10][C:11]([O:12][CH:13]([CH3:15])[CH3:14])=[C:3]([CH:4]=4)[C:1]#[N:2])[O:7][N:19]=3)=[CH:28][CH:27]=2)[CH:23]=[N:24]1. The catalyst class is: 10.